This data is from NCI-60 drug combinations with 297,098 pairs across 59 cell lines. The task is: Regression. Given two drug SMILES strings and cell line genomic features, predict the synergy score measuring deviation from expected non-interaction effect. (1) Drug 1: CC1=C(N=C(N=C1N)C(CC(=O)N)NCC(C(=O)N)N)C(=O)NC(C(C2=CN=CN2)OC3C(C(C(C(O3)CO)O)O)OC4C(C(C(C(O4)CO)O)OC(=O)N)O)C(=O)NC(C)C(C(C)C(=O)NC(C(C)O)C(=O)NCCC5=NC(=CS5)C6=NC(=CS6)C(=O)NCCC[S+](C)C)O. Drug 2: B(C(CC(C)C)NC(=O)C(CC1=CC=CC=C1)NC(=O)C2=NC=CN=C2)(O)O. Cell line: SF-295. Synergy scores: CSS=71.5, Synergy_ZIP=2.45, Synergy_Bliss=2.65, Synergy_Loewe=0.630, Synergy_HSA=4.91. (2) Drug 1: CC1CCC2CC(C(=CC=CC=CC(CC(C(=O)C(C(C(=CC(C(=O)CC(OC(=O)C3CCCCN3C(=O)C(=O)C1(O2)O)C(C)CC4CCC(C(C4)OC)OCCO)C)C)O)OC)C)C)C)OC. Drug 2: CCN(CC)CCNC(=O)C1=C(NC(=C1C)C=C2C3=C(C=CC(=C3)F)NC2=O)C. Cell line: DU-145. Synergy scores: CSS=0.965, Synergy_ZIP=1.64, Synergy_Bliss=1.34, Synergy_Loewe=-1.83, Synergy_HSA=-1.58. (3) Drug 1: CC12CCC(CC1=CCC3C2CCC4(C3CC=C4C5=CN=CC=C5)C)O. Drug 2: C1=CC(=CC=C1CC(C(=O)O)N)N(CCCl)CCCl.Cl. Cell line: PC-3. Synergy scores: CSS=13.4, Synergy_ZIP=-4.29, Synergy_Bliss=2.15, Synergy_Loewe=-1.83, Synergy_HSA=1.69. (4) Drug 1: CCC1=CC2CC(C3=C(CN(C2)C1)C4=CC=CC=C4N3)(C5=C(C=C6C(=C5)C78CCN9C7C(C=CC9)(C(C(C8N6C)(C(=O)OC)O)OC(=O)C)CC)OC)C(=O)OC.C(C(C(=O)O)O)(C(=O)O)O. Drug 2: B(C(CC(C)C)NC(=O)C(CC1=CC=CC=C1)NC(=O)C2=NC=CN=C2)(O)O. Cell line: MOLT-4. Synergy scores: CSS=67.8, Synergy_ZIP=-6.05, Synergy_Bliss=-12.2, Synergy_Loewe=-9.17, Synergy_HSA=-8.84. (5) Drug 1: CN1C(=O)N2C=NC(=C2N=N1)C(=O)N. Drug 2: CC1CCC2CC(C(=CC=CC=CC(CC(C(=O)C(C(C(=CC(C(=O)CC(OC(=O)C3CCCCN3C(=O)C(=O)C1(O2)O)C(C)CC4CCC(C(C4)OC)O)C)C)O)OC)C)C)C)OC. Cell line: A498. Synergy scores: CSS=-1.11, Synergy_ZIP=0.557, Synergy_Bliss=-0.908, Synergy_Loewe=-2.71, Synergy_HSA=-3.39. (6) Drug 1: C1CN(P(=O)(OC1)NCCCl)CCCl. Drug 2: C(CN)CNCCSP(=O)(O)O. Cell line: SK-MEL-2. Synergy scores: CSS=3.82, Synergy_ZIP=-2.89, Synergy_Bliss=0.165, Synergy_Loewe=-7.78, Synergy_HSA=-6.91. (7) Drug 1: CNC(=O)C1=CC=CC=C1SC2=CC3=C(C=C2)C(=NN3)C=CC4=CC=CC=N4. Drug 2: C1C(C(OC1N2C=C(C(=O)NC2=O)F)CO)O. Cell line: OVCAR-5. Synergy scores: CSS=12.9, Synergy_ZIP=-1.20, Synergy_Bliss=3.44, Synergy_Loewe=0.285, Synergy_HSA=2.32.